Task: Predict the reactants needed to synthesize the given product.. Dataset: Full USPTO retrosynthesis dataset with 1.9M reactions from patents (1976-2016) (1) Given the product [CH:1]1([C:7]2[C:8]3[CH:29]=[CH:28][C:27]([C:30]([OH:32])=[O:31])=[CH:26][C:9]=3[N:10]3[C:16]=2[C:15]2[CH:17]=[CH:18][CH:19]=[CH:20][C:14]=2[O:13][CH:12]([C:21](=[O:25])[N:22]([CH3:23])[CH3:24])[CH2:11]3)[CH2:6][CH2:5][CH2:4][CH2:3][CH2:2]1, predict the reactants needed to synthesize it. The reactants are: [CH:1]1([C:7]2[C:8]3[CH:29]=[CH:28][C:27]([C:30]([O:32]C)=[O:31])=[CH:26][C:9]=3[N:10]3[C:16]=2[C:15]2[CH:17]=[CH:18][CH:19]=[CH:20][C:14]=2[O:13][CH:12]([C:21](=[O:25])[N:22]([CH3:24])[CH3:23])[CH2:11]3)[CH2:6][CH2:5][CH2:4][CH2:3][CH2:2]1.[OH-].[Na+].Cl. (2) Given the product [CH2:27]([N:11]1[C:12]2[C:17](=[CH:16][CH:15]=[CH:14][C:13]=2[C:18]([F:21])([F:19])[F:20])[C:9]([C:6]2[CH:7]=[CH:8][C:3]([O:2][CH3:1])=[CH:4][C:5]=2[CH3:22])=[N:10]1)[CH:26]=[CH2:25], predict the reactants needed to synthesize it. The reactants are: [CH3:1][O:2][C:3]1[CH:8]=[CH:7][C:6]([C:9]2[C:17]3[C:12](=[C:13]([C:18]([F:21])([F:20])[F:19])[CH:14]=[CH:15][CH:16]=3)[NH:11][N:10]=2)=[C:5]([CH3:22])[CH:4]=1.[H-].[Na+].[CH2:25](Br)[CH:26]=[CH2:27]. (3) Given the product [CH2:59]([O:66][C:67](=[O:80])[CH2:68][CH:69]([NH:79][C:27]([CH:23]1[N:20]2[C:21](=[O:22])[CH:14]([NH:13][C:11]([C:2]3[CH:3]=[CH:4][C:5]4[C:10](=[CH:9][CH:8]=[CH:7][CH:6]=4)[CH:1]=3)=[O:12])[CH2:15][CH:16]=[CH:17][CH2:18][CH:19]2[CH2:26][CH2:25][CH2:24]1)=[O:28])[CH2:70][O:71][Si:72]([C:75]([CH3:76])([CH3:77])[CH3:78])([CH3:74])[CH3:73])[C:60]1[CH:61]=[CH:62][CH:63]=[CH:64][CH:65]=1, predict the reactants needed to synthesize it. The reactants are: [CH:1]1[C:10]2[C:5](=[CH:6][CH:7]=[CH:8][CH:9]=2)[CH:4]=[CH:3][C:2]=1[C:11]([NH:13][CH:14]1[C:21](=[O:22])[N:20]2[CH:23]([C:27](O)=[O:28])[CH2:24][CH2:25][CH2:26][CH:19]2[CH2:18][CH:17]=[CH:16][CH2:15]1)=[O:12].Cl.CN(C)CCCN=C=NCC.CN1CCOCC1.ON1C2C=CC=CC=2N=N1.[CH2:59]([O:66][C:67](=[O:80])[CH2:68][CH:69]([NH2:79])[CH2:70][O:71][Si:72]([C:75]([CH3:78])([CH3:77])[CH3:76])([CH3:74])[CH3:73])[C:60]1[CH:65]=[CH:64][CH:63]=[CH:62][CH:61]=1. (4) The reactants are: C([O:8][C:9]([C:11]1[N:12]=[C:13]([C:37]2[CH:42]=[CH:41][C:40]([F:43])=[CH:39][CH:38]=2)[N:14]([CH2:19][CH2:20][C@@H:21]2[CH2:26][C@H:25]([CH2:27][C:28]([O:30][C:31]([CH3:34])([CH3:33])[CH3:32])=[O:29])[O:24][C:23]([CH3:36])([CH3:35])[O:22]2)[C:15]=1[CH:16]([CH3:18])[CH3:17])=[O:10])C1C=CC=CC=1.[H][H]. Given the product [C:31]([O:30][C:28]([CH2:27][C@@H:25]1[O:24][C:23]([CH3:35])([CH3:36])[O:22][C@H:21]([CH2:20][CH2:19][N:14]2[C:15]([CH:16]([CH3:18])[CH3:17])=[C:11]([C:9]([OH:10])=[O:8])[N:12]=[C:13]2[C:37]2[CH:38]=[CH:39][C:40]([F:43])=[CH:41][CH:42]=2)[CH2:26]1)=[O:29])([CH3:33])([CH3:34])[CH3:32], predict the reactants needed to synthesize it. (5) Given the product [Cl:17][C:13]1[CH:14]=[C:15]([Cl:16])[C:10]2[O:9][C@@H:8]([CH:18]([CH3:20])[CH3:19])[C:7](=[O:21])[N:6]([CH2:5][CH2:4][C:3]([OH:22])=[O:2])[C:11]=2[CH:12]=1, predict the reactants needed to synthesize it. The reactants are: C[O:2][C:3](=[O:22])[CH2:4][CH2:5][N:6]1[C:11]2[CH:12]=[C:13]([Cl:17])[CH:14]=[C:15]([Cl:16])[C:10]=2[O:9][C@@H:8]([CH:18]([CH3:20])[CH3:19])[C:7]1=[O:21].[OH-].[Na+]. (6) Given the product [F:13][C:14]1[CH:22]=[CH:21][C:17]([C:18]([NH:1][C:2]2[C:11]([OH:12])=[CH:10][CH:9]=[CH:8][C:3]=2[C:4]([O:6][CH3:7])=[O:5])=[O:19])=[CH:16][CH:15]=1, predict the reactants needed to synthesize it. The reactants are: [NH2:1][C:2]1[C:11]([OH:12])=[CH:10][CH:9]=[CH:8][C:3]=1[C:4]([O:6][CH3:7])=[O:5].[F:13][C:14]1[CH:22]=[CH:21][C:17]([C:18](O)=[O:19])=[CH:16][CH:15]=1.CN(C(ON1N=NC2C=CC=NC1=2)=[N+](C)C)C.F[P-](F)(F)(F)(F)F. (7) Given the product [C:1]1([C:12]2[CH:17]=[CH:18][CH:13]=[CH:14][CH:15]=2)[CH:6]=[CH:5][C:4]([O:7][CH2:8][C:9]([Cl:11])=[O:10])=[CH:3][CH:2]=1, predict the reactants needed to synthesize it. The reactants are: [C:1]1([CH3:12])[CH:6]=[CH:5][C:4]([O:7][CH2:8][C:9]([Cl:11])=[O:10])=[CH:3][CH:2]=1.[C:13]1([C:13]2[CH:18]=[CH:17]C=[CH:15][CH:14]=2)[CH:18]=[CH:17]C(OCC(O)=O)=[CH:15][CH:14]=1.O=S(Cl)Cl.